Dataset: Forward reaction prediction with 1.9M reactions from USPTO patents (1976-2016). Task: Predict the product of the given reaction. (1) Given the reactants [CH3:1][O:2][C:3]1[C:8]([C:9]([OH:11])=O)=[CH:7][C:6]([C:12]([NH2:14])=[O:13])=[CH:5][CH:4]=1.[CH3:15][O:16][C:17]1[CH:18]=[C:19]([CH:21]=[C:22]([O:24][CH3:25])[CH:23]=1)[NH2:20], predict the reaction product. The product is: [CH3:25][O:24][C:22]1[CH:21]=[C:19]([NH:20][C:9](=[O:11])[C:8]2[CH:7]=[C:6]([CH:5]=[CH:4][C:3]=2[O:2][CH3:1])[C:12]([NH2:14])=[O:13])[CH:18]=[C:17]([O:16][CH3:15])[CH:23]=1. (2) Given the reactants [N:1]1[CH:6]=[CH:5][CH:4]=[C:3]([NH:7][C:8]([C:10]2[CH:15]=[CH:14][C:13]([C:16]3[CH:33]=[CH:32][C:19]4[CH2:20][CH2:21][N:22](C(OC(C)(C)C)=O)[CH2:23][CH2:24][C:18]=4[CH:17]=3)=[CH:12][CH:11]=2)=[O:9])[CH:2]=1.FC(F)(F)C(O)=O, predict the reaction product. The product is: [N:1]1[CH:6]=[CH:5][CH:4]=[C:3]([NH:7][C:8](=[O:9])[C:10]2[CH:15]=[CH:14][C:13]([C:16]3[CH:33]=[CH:32][C:19]4[CH2:20][CH2:21][NH:22][CH2:23][CH2:24][C:18]=4[CH:17]=3)=[CH:12][CH:11]=2)[CH:2]=1. (3) Given the reactants [C:1]([CH2:5][N:6]1[C:16]2[C:11](=[CH:12][CH:13]=[CH:14][CH:15]=2)[CH2:10][C@@H:9]([NH:17][C:18]([C:20]2[NH:21][C:22]3[C:27]([CH:28]=2)=[CH:26][C:25]([Cl:29])=[CH:24][CH:23]=3)=[O:19])[C:7]1=[O:8])([O:3]C)=O.[NH3:30], predict the reaction product. The product is: [NH2:30][C:1]([CH2:5][N:6]1[C:16]2[C:11](=[CH:12][CH:13]=[CH:14][CH:15]=2)[CH2:10][C@@H:9]([NH:17][C:18]([C:20]2[NH:21][C:22]3[C:27]([CH:28]=2)=[CH:26][C:25]([Cl:29])=[CH:24][CH:23]=3)=[O:19])[C:7]1=[O:8])=[O:3].